The task is: Predict the product of the given reaction.. This data is from Forward reaction prediction with 1.9M reactions from USPTO patents (1976-2016). (1) Given the reactants [CH3:1][O:2][C:3]1[CH:8]=[CH:7][C:6]([NH:9][C:10]2[C:11]([NH2:16])=[CH:12][CH:13]=[CH:14][CH:15]=2)=[C:5]([CH3:17])[CH:4]=1.[C:18]1([CH3:27])[C:19]([C:24](O)=[O:25])=[CH:20][CH:21]=[CH:22][CH:23]=1.C(N(CC)CC)C.CCCP1(OP(CCC)(=O)OP(CCC)(=O)O1)=O, predict the reaction product. The product is: [CH3:1][O:2][C:3]1[CH:8]=[CH:7][C:6]([NH:9][C:10]2[CH:15]=[CH:14][CH:13]=[CH:12][C:11]=2[NH:16][C:24](=[O:25])[C:19]2[CH:20]=[CH:21][CH:22]=[CH:23][C:18]=2[CH3:27])=[C:5]([CH3:17])[CH:4]=1. (2) Given the reactants [CH2:1]([N:9]1[CH:13]=[CH:12][N:11]=[CH:10]1)[CH2:2][CH2:3][CH2:4][CH2:5][CH2:6][CH2:7][CH3:8].[F:14][C:15]([F:36])([F:35])[C:16]([F:34])([F:33])[C:17]([F:32])([F:31])[C:18]([F:30])([F:29])[C:19]([F:28])([F:27])[C:20]([F:26])([F:25])[CH2:21][CH2:22][CH2:23][I:24], predict the reaction product. The product is: [I-:24].[CH2:1]([NH+:9]1[CH:13]=[CH:12][N:11]([CH2:23][CH2:22][CH2:21][C:20]([F:25])([F:26])[C:19]([F:27])([F:28])[C:18]([F:29])([F:30])[C:17]([F:31])([F:32])[C:16]([F:33])([F:34])[C:15]([F:36])([F:35])[F:14])[CH2:10]1)[CH2:2][CH2:3][CH2:4][CH2:5][CH2:6][CH2:7][CH3:8]. (3) The product is: [F:32][C:2]([F:1])([F:31])[C:3]1[CH:4]=[C:5]([C@H:13]([O:15][C@@H:16]2[C@@H:21]([C:22]3[CH:23]=[CH:24][C:25]([F:28])=[CH:26][CH:27]=3)[C@H:20]([CH2:29][N:36]3[CH2:37][CH2:38][NH:33][C:34](=[O:39])[CH2:35]3)[CH2:19][CH2:18][O:17]2)[CH3:14])[CH:6]=[C:7]([C:9]([F:10])([F:11])[F:12])[CH:8]=1. Given the reactants [F:1][C:2]([F:32])([F:31])[C:3]1[CH:4]=[C:5]([C@H:13]([O:15][C@@H:16]2[C@@H:21]([C:22]3[CH:27]=[CH:26][C:25]([F:28])=[CH:24][CH:23]=3)[C@H:20]([CH:29]=O)[CH2:19][CH2:18][O:17]2)[CH3:14])[CH:6]=[C:7]([C:9]([F:12])([F:11])[F:10])[CH:8]=1.[NH:33]1[CH2:38][CH2:37][NH:36][CH2:35][C:34]1=[O:39], predict the reaction product. (4) Given the reactants C([O:3][C:4](=[O:38])[CH2:5][CH2:6][CH2:7][CH2:8][CH2:9][CH2:10][N:11]1[C:15](=[O:16])[CH2:14][CH2:13][C@@H:12]1/[CH:17]=[CH:18]/[CH:19]([C:21]1[CH:26]=[CH:25][CH:24]=[C:23]([C:27]([O:36][CH3:37])([O:34][CH3:35])[C:28]2[CH:33]=[CH:32][CH:31]=[CH:30][CH:29]=2)[CH:22]=1)[OH:20])C, predict the reaction product. The product is: [CH3:35][O:34][C:27]([O:36][CH3:37])([C:28]1[CH:29]=[CH:30][CH:31]=[CH:32][CH:33]=1)[C:23]1[CH:22]=[C:21]([CH:19]([OH:20])/[CH:18]=[CH:17]/[C@H:12]2[CH2:13][CH2:14][C:15](=[O:16])[N:11]2[CH2:10][CH2:9][CH2:8][CH2:7][CH2:6][CH2:5][C:4]([OH:38])=[O:3])[CH:26]=[CH:25][CH:24]=1. (5) The product is: [Cl:1][C:2]1[S:6][C:5]([C:7]2[N:11]3[CH2:12][C@H:13]4[N:17]([C:25]([C:24]5[CH:23]=[CH:22][N:21]=[C:20]([C:28]([F:31])([F:29])[F:30])[C:19]=5[Cl:18])=[O:26])[C@@H:16]([C:10]3=[N:9][N:8]=2)[CH2:15][CH2:14]4)=[CH:4][CH:3]=1. Given the reactants [Cl:1][C:2]1[S:6][C:5]([C:7]2[N:11]3[CH2:12][C@H:13]4[NH:17][C@@H:16]([C:10]3=[N:9][N:8]=2)[CH2:15][CH2:14]4)=[CH:4][CH:3]=1.[Cl:18][C:19]1[C:20]([C:28]([F:31])([F:30])[F:29])=[N:21][CH:22]=[CH:23][C:24]=1[C:25](O)=[O:26].C1C=CC2N(O)N=NC=2C=1.CCN=C=NCCCN(C)C.Cl, predict the reaction product. (6) Given the reactants [NH2:1][C:2]1[C:3]2[N:4]([C:8]([C@@H:24]3[CH2:27][C@H:26]([CH2:28]OS(C4C=CC(C)=CC=4)(=O)=O)[CH2:25]3)=[N:9][C:10]=2[C:11]2[CH:16]=[CH:15][C:14]([O:17][C:18]3[CH:23]=[CH:22][CH:21]=[CH:20][CH:19]=3)=[CH:13][CH:12]=2)[CH:5]=[CH:6][N:7]=1.[H-].[H-].[H-].[H-].[Li+].[Al+3], predict the reaction product. The product is: [CH3:28][C@@H:26]1[CH2:27][C@H:24]([C:8]2[N:4]3[CH:5]=[CH:6][N:7]=[C:2]([NH2:1])[C:3]3=[C:10]([C:11]3[CH:16]=[CH:15][C:14]([O:17][C:18]4[CH:23]=[CH:22][CH:21]=[CH:20][CH:19]=4)=[CH:13][CH:12]=3)[N:9]=2)[CH2:25]1. (7) Given the reactants [OH:1][C:2]1[CH:3]=[CH:4][C:5]2[CH2:6][C@H:7]3[N:18]([C:19]([O:21][CH2:22][C:23]4[CH:28]=[CH:27][CH:26]=[CH:25][CH:24]=4)=[O:20])[CH2:17][CH2:16][C@@:13]4([C:14]=2[CH:15]=1)[C@H:8]3[CH2:9][CH2:10][CH2:11][CH2:12]4.C(=O)([O-])[O-].[Cs+].[Cs+].[C:35]([O:41][CH2:42]I)(=[O:40])[C:36]([CH3:39])([CH3:38])[CH3:37], predict the reaction product. The product is: [C:35]([O:41][CH2:42][O:1][C:2]1[CH:3]=[CH:4][C:5]2[CH2:6][C@H:7]3[N:18]([C:19]([O:21][CH2:22][C:23]4[CH:28]=[CH:27][CH:26]=[CH:25][CH:24]=4)=[O:20])[CH2:17][CH2:16][C@@:13]4([C:14]=2[CH:15]=1)[C@H:8]3[CH2:9][CH2:10][CH2:11][CH2:12]4)(=[O:40])[C:36]([CH3:39])([CH3:38])[CH3:37]. (8) Given the reactants Br[C:2]1[CH:9]=[CH:8][C:7]([OH:10])=[CH:6][C:3]=1[CH:4]=[O:5].C(=O)([O-])[O-].[K+].[K+].O.[NH2:18][C:19]1[N:28]=[C:27]([C:29]([N:31]2[CH2:39][C:38]3[C:33](=[CH:34][CH:35]=[CH:36][CH:37]=3)[CH2:32]2)=[O:30])[C:26]2[C:21](=[CH:22][CH:23]=[C:24](B3OC(C)(C)C(C)(C)O3)[CH:25]=2)[N:20]=1, predict the reaction product. The product is: [NH2:18][C:19]1[N:28]=[C:27]([C:29]([N:31]2[CH2:32][C:33]3[C:38](=[CH:37][CH:36]=[CH:35][CH:34]=3)[CH2:39]2)=[O:30])[C:26]2[C:21](=[CH:22][CH:23]=[C:24]([C:2]3[CH:9]=[CH:8][C:7]([OH:10])=[CH:6][C:3]=3[CH:4]=[O:5])[CH:25]=2)[N:20]=1. (9) Given the reactants [H-].[H-].[H-].[H-].[Li+].[Al+3].C([O:9][C:10]([C:12]1[S:16][C:15](/[CH:17]=[CH:18]/[C:19]2[CH:24]=[CH:23][CH:22]=[C:21]([C:25]([F:28])([F:27])[F:26])[CH:20]=2)=[N:14][CH:13]=1)=O)C.O.[OH-].[Na+], predict the reaction product. The product is: [F:28][C:25]([F:26])([F:27])[C:21]1[CH:20]=[C:19](/[CH:18]=[CH:17]/[C:15]2[S:16][C:12]([CH2:10][OH:9])=[CH:13][N:14]=2)[CH:24]=[CH:23][CH:22]=1. (10) Given the reactants [Cl:1][C:2]1[C:3](Cl)=[C:4]2[N:10]=[C:9]([C:11]3[CH:16]=[CH:15][C:14]([O:17][CH2:18][CH2:19][N:20]4[CH2:25][CH2:24][O:23][CH2:22][CH2:21]4)=[CH:13][CH:12]=3)[NH:8][C:5]2=[N:6][CH:7]=1.[CH2:27]([C:29]1[CH:30]=[C:31]([CH:33]=[CH:34][CH:35]=1)[NH2:32])[CH3:28], predict the reaction product. The product is: [Cl:1][C:2]1[C:3]([NH:32][C:31]2[CH:33]=[CH:34][CH:35]=[C:29]([CH2:27][CH3:28])[CH:30]=2)=[C:4]2[NH:10][C:9]([C:11]3[CH:12]=[CH:13][C:14]([O:17][CH2:18][CH2:19][N:20]4[CH2:21][CH2:22][O:23][CH2:24][CH2:25]4)=[CH:15][CH:16]=3)=[N:8][C:5]2=[N:6][CH:7]=1.